This data is from Reaction yield outcomes from USPTO patents with 853,638 reactions. The task is: Predict the reaction yield, written as a fraction of the theoretical maximum amount of product (1.0 means a 100% yield; for example, 0.34 means a 34% yield). (1) The reactants are O1CCOC[CH2:2]1.C([O-])([O-])=O.[K+].[K+].F[C:14]1[CH:15]=[C:16]([CH:20]=[CH:21][C:22]=1[N+:23]([O-:25])=[O:24])[C:17]([OH:19])=[O:18].[C:26]([NH:33][CH2:34][CH2:35][NH2:36])([O:28][C:29]([CH3:32])([CH3:31])[CH3:30])=[O:27]. The yield is 0.840. The product is [CH3:2][O:19][C:17](=[O:18])[C:16]1[CH:20]=[CH:21][C:22]([N+:23]([O-:25])=[O:24])=[C:14]([NH:36][CH2:35][CH2:34][NH:33][C:26]([O:28][C:29]([CH3:30])([CH3:31])[CH3:32])=[O:27])[CH:15]=1. The catalyst is CN(C=O)C. (2) The reactants are [C:1]([C:5]1[CH:10]=[C:9]([CH3:11])[C:8]([N+:12]([O-:14])=[O:13])=[CH:7][C:6]=1[N+:15]([O-:17])=[O:16])([CH3:4])([CH3:3])[CH3:2].C(C1C=CC([N+]([O-])=O)=C(C)C=1[N+]([O-])=O)(C)(C)C.C[C:36]([N:38]([CH3:40])[CH3:39])=O. The catalyst is CN(C=O)C. The product is [C:1]([C:5]1[C:6]([N+:15]([O-:17])=[O:16])=[CH:7][C:8]([N+:12]([O-:14])=[O:13])=[C:9](/[CH:11]=[CH:36]/[N:38]([CH3:40])[CH3:39])[CH:10]=1)([CH3:4])([CH3:2])[CH3:3]. The yield is 0.680.